From a dataset of Catalyst prediction with 721,799 reactions and 888 catalyst types from USPTO. Predict which catalyst facilitates the given reaction. (1) Reactant: N[C:2]1[CH:3]=[C:4]([CH:10]=[C:11]([N+:13]([O-:15])=[O:14])[CH:12]=1)[C:5]([O:7][CH2:8][CH3:9])=[O:6].N([O-])=O.[Na+].[I-:20].[K+]. Product: [I:20][C:2]1[CH:3]=[C:4]([CH:10]=[C:11]([N+:13]([O-:15])=[O:14])[CH:12]=1)[C:5]([O:7][CH2:8][CH3:9])=[O:6]. The catalyst class is: 126. (2) Reactant: [NH2:1][C:2]1[N:10]=[CH:9][CH:8]=[CH:7][C:3]=1[C:4]([OH:6])=O.ON1C2C=CC=CC=2N=N1.CCN=C=NCCCN(C)C.[Cl:32][C:33]1[CH:38]=[C:37]([C:39]([F:42])([F:41])[F:40])[CH:36]=[CH:35][C:34]=1[O:43][C:44]1[CH:51]=[CH:50][C:47]([CH2:48][NH2:49])=[CH:46][CH:45]=1.C(=O)(O)[O-].[Na+]. Product: [Cl:32][C:33]1[CH:38]=[C:37]([C:39]([F:42])([F:41])[F:40])[CH:36]=[CH:35][C:34]=1[O:43][C:44]1[CH:51]=[CH:50][C:47]([CH2:48][NH:49][C:4](=[O:6])[C:3]2[CH:7]=[CH:8][CH:9]=[N:10][C:2]=2[NH2:1])=[CH:46][CH:45]=1. The catalyst class is: 3.